Dataset: Catalyst prediction with 721,799 reactions and 888 catalyst types from USPTO. Task: Predict which catalyst facilitates the given reaction. (1) Reactant: [Cl:1][C:2]1[CH:6]=[N:5][N:4]([CH:7]([CH3:9])[CH3:8])[C:3]=1[C:10]1[CH:11]=[C:12]([NH2:18])[CH:13]=[CH:14][C:15]=1[O:16][CH3:17].[Cl:19][C:20]1[CH:21]=[C:22]([N:27]=[C:28]=[O:29])[CH:23]=[CH:24][C:25]=1[F:26]. Product: [Cl:19][C:20]1[CH:21]=[C:22]([NH:27][C:28]([NH:18][C:12]2[CH:13]=[CH:14][C:15]([O:16][CH3:17])=[C:10]([C:3]3[N:4]([CH:7]([CH3:9])[CH3:8])[N:5]=[CH:6][C:2]=3[Cl:1])[CH:11]=2)=[O:29])[CH:23]=[CH:24][C:25]=1[F:26]. The catalyst class is: 2. (2) Reactant: FC(S(O[C:9]1[C:17]2[CH:16]=[CH:15][O:14][C:13]=2[C:12]([C:18]2[C:19](=[O:35])[N:20]([CH3:34])[C:21](=[O:33])[C:22]=2[C:23]2[C:31]3[C:26](=[CH:27][CH:28]=[CH:29][CH:30]=3)[N:25]([CH3:32])[CH:24]=2)=[CH:11][CH:10]=1)(=O)=O)(F)F.[C:36](=[NH:49])([C:43]1[CH:48]=[CH:47][CH:46]=[CH:45][CH:44]=1)[C:37]1[CH:42]=[CH:41][CH:40]=[CH:39][CH:38]=1.C1(P(C2C=CC=CC=2)C2C=CC3C(=CC=CC=3)C=2C2C3C(=CC=CC=3)C=CC=2P(C2C=CC=CC=2)C2C=CC=CC=2)C=CC=CC=1.C(=O)([O-])[O-].[Cs+].[Cs+]. Product: [C:36](=[N:49][C:9]1[C:17]2[CH:16]=[CH:15][O:14][C:13]=2[C:12]([C:18]2[C:19](=[O:35])[N:20]([CH3:34])[C:21](=[O:33])[C:22]=2[C:23]2[C:31]3[C:26](=[CH:27][CH:28]=[CH:29][CH:30]=3)[N:25]([CH3:32])[CH:24]=2)=[CH:11][CH:10]=1)([C:43]1[CH:44]=[CH:45][CH:46]=[CH:47][CH:48]=1)[C:37]1[CH:42]=[CH:41][CH:40]=[CH:39][CH:38]=1. The catalyst class is: 715. (3) Reactant: [CH:1]([C:4]1[CH:9]=[CH:8][CH:7]=[CH:6][C:5]=1[Mg]Br)([CH3:3])[CH3:2].[Mg].[C:13](/[C:15](=[CH:21]\[C:22]1[C:31]2[C:26](=[CH:27][CH:28]=[CH:29][CH:30]=2)[CH:25]=[CH:24][CH:23]=1)/[C:16]([O:18][CH2:19][CH3:20])=[O:17])#[N:14]. Product: [C:13]([CH:15]([CH:21]([C:5]1[CH:6]=[CH:7][CH:8]=[CH:9][C:4]=1[CH:1]([CH3:3])[CH3:2])[C:22]1[C:31]2[C:26](=[CH:27][CH:28]=[CH:29][CH:30]=2)[CH:25]=[CH:24][CH:23]=1)[C:16]([O:18][CH2:19][CH3:20])=[O:17])#[N:14]. The catalyst class is: 1.